The task is: Regression. Given two drug SMILES strings and cell line genomic features, predict the synergy score measuring deviation from expected non-interaction effect.. This data is from NCI-60 drug combinations with 297,098 pairs across 59 cell lines. (1) Drug 1: CC1=C(C=C(C=C1)NC2=NC=CC(=N2)N(C)C3=CC4=NN(C(=C4C=C3)C)C)S(=O)(=O)N.Cl. Cell line: SF-268. Drug 2: CNC(=O)C1=NC=CC(=C1)OC2=CC=C(C=C2)NC(=O)NC3=CC(=C(C=C3)Cl)C(F)(F)F. Synergy scores: CSS=30.5, Synergy_ZIP=-0.542, Synergy_Bliss=1.58, Synergy_Loewe=-1.57, Synergy_HSA=-1.45. (2) Drug 1: CNC(=O)C1=CC=CC=C1SC2=CC3=C(C=C2)C(=NN3)C=CC4=CC=CC=N4. Drug 2: CC12CCC(CC1=CCC3C2CCC4(C3CC=C4C5=CN=CC=C5)C)O. Cell line: MCF7. Synergy scores: CSS=8.78, Synergy_ZIP=-0.360, Synergy_Bliss=4.74, Synergy_Loewe=3.87, Synergy_HSA=4.46.